Predict which catalyst facilitates the given reaction. From a dataset of Catalyst prediction with 721,799 reactions and 888 catalyst types from USPTO. (1) Reactant: [OH:1][N:2]([C:10]1([CH3:27])[C:14](=[O:15])[N:13]([CH3:16])[N:12]=[C:11]1[C:17]1[CH:22]=[CH:21][C:20]([S:23]([CH3:26])(=[O:25])=[O:24])=[CH:19][CH:18]=1)[C:3](=[O:9])[O:4][C:5]([CH3:8])([CH3:7])[CH3:6].C(N(CC)CC)C.[C:35](Cl)(=[O:37])[CH3:36]. Product: [C:35]([O:1][N:2]([C:3]([O:4][C:5]([CH3:7])([CH3:8])[CH3:6])=[O:9])[C:10]1([CH3:27])[C:14](=[O:15])[N:13]([CH3:16])[N:12]=[C:11]1[C:17]1[CH:18]=[CH:19][C:20]([S:23]([CH3:26])(=[O:25])=[O:24])=[CH:21][CH:22]=1)(=[O:37])[CH3:36]. The catalyst class is: 2. (2) Reactant: [C:1]1(C2C=NC(=O)C(=O)C=2C2C=CC=CC=2)C=CC=C[CH:2]=1.C1OCCOCCOCCOCCOCCOC1.[NH2:39][C@H:40]([CH2:47][C:48]([OH:50])=[O:49])[C:41]1[CH:46]=[CH:45][CH:44]=[CH:43][CH:42]=1. Product: [CH2:1]([O:49][C:48](=[O:50])[CH2:47][C@H:40]([C:41]1[CH:46]=[CH:45][CH:44]=[CH:43][CH:42]=1)[NH2:39])[CH3:2]. The catalyst class is: 2. (3) Reactant: Br[C:2]1[CH:10]=[CH:9][C:8]([C:11]([F:14])([F:13])[F:12])=[C:7]2[C:3]=1[CH:4]=[CH:5][NH:6]2.[B:15]1([B:15]2[O:19][C:18]([CH3:21])([CH3:20])[C:17]([CH3:23])([CH3:22])[O:16]2)[O:19][C:18]([CH3:21])([CH3:20])[C:17]([CH3:23])([CH3:22])[O:16]1.CC([O-])=O.[K+]. Product: [F:12][C:11]([F:14])([F:13])[C:8]1[CH:9]=[CH:10][C:2]([B:15]2[O:19][C:18]([CH3:21])([CH3:20])[C:17]([CH3:23])([CH3:22])[O:16]2)=[C:3]2[C:7]=1[NH:6][CH:5]=[CH:4]2. The catalyst class is: 418. (4) Reactant: C([O:3][C:4](=[O:37])[C:5]([NH:7][C:8]1[CH:34]=[C:33]([CH3:35])[C:11]([O:12][C:13]2[CH:14]=[C:15]3[C:19](=[CH:20][CH:21]=2)[N:18](C(=O)C(OCC)=O)[N:17]=[C:16]3[CH2:29][CH:30]([CH3:32])[CH3:31])=[C:10]([CH3:36])[CH:9]=1)=[O:6])C.[O-]CC.[Na+]. Product: [CH3:36][C:10]1[CH:9]=[C:8]([NH:7][C:5](=[O:6])[C:4]([OH:37])=[O:3])[CH:34]=[C:33]([CH3:35])[C:11]=1[O:12][C:13]1[CH:14]=[C:15]2[C:19](=[CH:20][CH:21]=1)[NH:18][N:17]=[C:16]2[CH2:29][CH:30]([CH3:32])[CH3:31]. The catalyst class is: 8. (5) Reactant: ClC1C=C(C=CC=1)C(OO)=O.[Cl:12][CH2:13][C:14]1[N:15]([CH2:27][CH:28]2[CH2:33][CH2:32][O:31][CH2:30][CH2:29]2)[C:16]2[C:25]3[CH:24]=[CH:23][CH:22]=[CH:21][C:20]=3[N:19]=[CH:18][C:17]=2[N:26]=1.[OH-].[NH4+:35].C1(C)C=CC(S(Cl)(=O)=O)=CC=1. Product: [Cl:12][CH2:13][C:14]1[N:15]([CH2:27][CH:28]2[CH2:33][CH2:32][O:31][CH2:30][CH2:29]2)[C:16]2[C:25]3[CH:24]=[CH:23][CH:22]=[CH:21][C:20]=3[N:19]=[C:18]([NH2:35])[C:17]=2[N:26]=1. The catalyst class is: 46. (6) Reactant: [C:1]([O:5][C:6]([N:8]1[CH2:13][CH2:12][CH:11]([CH2:14][CH2:15][CH2:16][C:17]([OH:19])=O)[CH2:10][CH2:9]1)=[O:7])([CH3:4])([CH3:3])[CH3:2].CCN=C=NCCCN(C)C.CCN(C(C)C)C(C)C.[F:40][C:41]1[CH:42]=[C:43]([CH:45]=[CH:46][C:47]=1[S:48][CH3:49])[NH2:44]. Product: [C:1]([O:5][C:6]([N:8]1[CH2:9][CH2:10][CH:11]([CH2:14][CH2:15][CH2:16][C:17](=[O:19])[NH:44][C:43]2[CH:45]=[CH:46][C:47]([S:48][CH3:49])=[C:41]([F:40])[CH:42]=2)[CH2:12][CH2:13]1)=[O:7])([CH3:2])([CH3:3])[CH3:4]. The catalyst class is: 3. (7) Reactant: C([O:5][C:6]([NH:8][C@@H:9]1[CH2:14][C@@H:13]([C:15](=[O:21])[NH:16][C:17]([CH3:20])([CH3:19])[CH3:18])[CH2:12][CH2:11][C@@H:10]1[NH:22][C:23]([C:25]1[NH:26][C:27]2[C:32]([CH:33]=1)=[CH:31][C:30]([Cl:34])=[CH:29][CH:28]=2)=[O:24])=O)(C)(C)C.Cl.[CH3:36][N:37]1[CH2:42][CH2:41][C:40]2[N:43]=[C:44](C([O-])=O)[S:45][C:39]=2[CH2:38]1.[Li+]. The catalyst class is: 12. Product: [ClH:34].[C:17]([NH:16][C:15]([C@H:13]1[CH2:12][CH2:11][C@H:10]([NH:22][C:23]([C:25]2[NH:26][C:27]3[C:32]([CH:33]=2)=[CH:31][C:30]([Cl:34])=[CH:29][CH:28]=3)=[O:24])[C@H:9]([NH:8][C:6]([C:44]2[S:45][C:39]3[CH2:38][N:37]([CH3:36])[CH2:42][CH2:41][C:40]=3[N:43]=2)=[O:5])[CH2:14]1)=[O:21])([CH3:18])([CH3:20])[CH3:19]. (8) Reactant: CN(C(ON1N=NC2C=CC=NC1=2)=[N+](C)C)C.F[P-](F)(F)(F)(F)F.[NH2:25][C:26]1[CH:27]=[C:28]([C:35]2[CH:40]=[CH:39][C:38]([O:41][CH3:42])=[CH:37][CH:36]=2)[CH:29]=[CH:30][C:31]=1[C:32]([OH:34])=O.FC(F)(F)C(O)=O.[NH2:50][C@H:51]([C:58]([O:60][CH2:61][C:62]1[CH:67]=[CH:66][CH:65]=[CH:64][CH:63]=1)=[O:59])[CH2:52][C:53]([O:55][CH2:56][CH3:57])=[O:54].C(N(CC)C(C)C)(C)C.C([O-])(O)=O.[Na+]. Product: [NH2:25][C:26]1[CH:27]=[C:28]([C:35]2[CH:40]=[CH:39][C:38]([O:41][CH3:42])=[CH:37][CH:36]=2)[CH:29]=[CH:30][C:31]=1[C:32]([NH:50][C@H:51]([C:58]([O:60][CH2:61][C:62]1[CH:63]=[CH:64][CH:65]=[CH:66][CH:67]=1)=[O:59])[CH2:52][C:53]([O:55][CH2:56][CH3:57])=[O:54])=[O:34]. The catalyst class is: 124. (9) Reactant: Cl[C:2]1[CH:11]=[CH:10][C:9]2[C:4](=[CH:5][CH:6]=[C:7]([N+:12]([O-:14])=[O:13])[CH:8]=2)[N:3]=1.[CH3:15][CH:16]1[CH2:21][NH:20][CH2:19][CH2:18][NH:17]1.O. Product: [CH3:15][CH:16]1[NH:17][CH2:18][CH2:19][N:20]([C:2]2[CH:11]=[CH:10][C:9]3[C:4](=[CH:5][CH:6]=[C:7]([N+:12]([O-:14])=[O:13])[CH:8]=3)[N:3]=2)[CH2:21]1. The catalyst class is: 3. (10) Reactant: [CH3:1][O:2][C:3]([C@@H:5]1[CH2:12][CH2:11][CH2:10][CH2:9][CH2:8][CH2:7][C@@H:6]1[NH2:13])=[O:4].[F:14][C:15]1[CH:22]=[CH:21][C:18]([CH:19]=O)=[CH:17][CH:16]=1.C([BH3-])#N.[Na+].C(=O)(O)[O-].[Na+]. Product: [CH3:1][O:2][C:3]([C@@H:5]1[CH2:12][CH2:11][CH2:10][CH2:9][CH2:8][CH2:7][C@@H:6]1[NH:13][CH2:19][C:18]1[CH:21]=[CH:22][C:15]([F:14])=[CH:16][CH:17]=1)=[O:4]. The catalyst class is: 130.